This data is from Full USPTO retrosynthesis dataset with 1.9M reactions from patents (1976-2016). The task is: Predict the reactants needed to synthesize the given product. (1) Given the product [CH3:20][N:17]1[CH2:18][CH2:19][C:7]2[N:6]([CH2:5][CH:4]([C:21]3[CH:22]=[CH:23][N:24]=[CH:25][CH:26]=3)[NH2:1])[C:14]3[CH:13]=[CH:12][C:11]([CH3:15])=[CH:10][C:9]=3[C:8]=2[CH2:16]1, predict the reactants needed to synthesize it. The reactants are: [N:1]([CH:4]([C:21]1[CH:26]=[CH:25][N:24]=[CH:23][CH:22]=1)[CH2:5][N:6]1[C:14]2[CH:13]=[CH:12][C:11]([CH3:15])=[CH:10][C:9]=2[C:8]2[CH2:16][N:17]([CH3:20])[CH2:18][CH2:19][C:7]1=2)=[N+]=[N-].[Cl-].[NH4+]. (2) Given the product [N:16]1([NH:25][C:26]([NH:1][C:2]2[CH:3]=[CH:4][CH:5]=[C:6]3[C:11]=2[N:10]=[CH:9][CH:8]=[CH:7]3)=[O:27])[C:24]2[C:19](=[CH:20][CH:21]=[CH:22][CH:23]=2)[CH:18]=[CH:17]1, predict the reactants needed to synthesize it. The reactants are: [NH2:1][C:2]1[CH:3]=[CH:4][CH:5]=[C:6]2[C:11]=1[N:10]=[CH:9][CH:8]=[CH:7]2.C[Al](C)C.[N:16]1([NH:25][C:26](=O)[O:27]C2C=CC=CC=2)[C:24]2[C:19](=[CH:20][CH:21]=[CH:22][CH:23]=2)[CH:18]=[CH:17]1.NC(N)=O. (3) Given the product [F:1][C:2]1[CH:3]=[CH:4][C:5]([C:6]2[C:8]3[CH2:14][CH2:13][CH2:12][C:11]4[CH:15]=[C:16]([N:19]5[CH2:23][C@H:22]([CH2:24][NH:25][C:26](=[O:28])[CH3:27])[O:21][C:20]5=[O:29])[CH:17]=[CH:18][C:10]=4[C:9]=3[NH:35][N:34]=2)=[CH:31][CH:32]=1, predict the reactants needed to synthesize it. The reactants are: [F:1][C:2]1[CH:32]=[CH:31][C:5]([C:6]([CH:8]2[CH2:14][CH2:13][CH2:12][C:11]3[CH:15]=[C:16]([N:19]4[CH2:23][C@H:22]([CH2:24][NH:25][C:26](=[O:28])[CH3:27])[O:21][C:20]4=[O:29])[CH:17]=[CH:18][C:10]=3[C:9]2=O)=O)=[CH:4][CH:3]=1.O.[NH2:34][NH2:35]. (4) Given the product [C:23]([O:22][C:20]([N:18]1[CH2:19][C:16]2([CH2:15][N:14]([CH:11]3[CH2:12][CH2:13][NH:8][CH2:9][CH2:10]3)[CH2:27]2)[CH2:17]1)=[O:21])([CH3:26])([CH3:24])[CH3:25], predict the reactants needed to synthesize it. The reactants are: C([N:8]1[CH2:13][CH2:12][CH:11]([N:14]2[CH2:27][C:16]3([CH2:19][N:18]([C:20]([O:22][C:23]([CH3:26])([CH3:25])[CH3:24])=[O:21])[CH2:17]3)[CH2:15]2)[CH2:10][CH2:9]1)C1C=CC=CC=1. (5) Given the product [NH2:23][C:4]1[CH:3]=[C:2]([Cl:1])[CH:7]=[CH:6][C:5]=1[S:8]([NH:11][C:12]1[CH:13]=[CH:14][CH:15]=[C:16]2[C:21]=1[N:20]=[C:19]([Cl:22])[CH:18]=[CH:17]2)(=[O:9])=[O:10], predict the reactants needed to synthesize it. The reactants are: [Cl:1][C:2]1[CH:7]=[CH:6][C:5]([S:8]([NH:11][C:12]2[CH:13]=[CH:14][CH:15]=[C:16]3[C:21]=2[N:20]=[C:19]([Cl:22])[CH:18]=[CH:17]3)(=[O:10])=[O:9])=[C:4]([N+:23]([O-])=O)[CH:3]=1.Cl[Sn]Cl. (6) Given the product [Br:1][C:2]1[CH:3]=[N:4][C:5]2[C:10]([CH:11]=1)=[CH:9][C:8]([CH2:12][OH:13])=[CH:7][CH:6]=2, predict the reactants needed to synthesize it. The reactants are: [Br:1][C:2]1[CH:3]=[N:4][C:5]2[C:10]([CH:11]=1)=[CH:9][C:8]([C:12](O)=[O:13])=[CH:7][CH:6]=2.C(OC(Cl)=O)C.[BH4-].[Na+]. (7) Given the product [F:7][C:8]([F:22])([F:21])[O:9][C:10]1[CH:15]=[CH:14][C:13](/[CH:16]=[CH:17]/[C:18]([N:23]=[N+:24]=[N-:25])=[O:19])=[CH:12][CH:11]=1, predict the reactants needed to synthesize it. The reactants are: C(Cl)(=O)C(Cl)=O.[F:7][C:8]([F:22])([F:21])[O:9][C:10]1[CH:15]=[CH:14][C:13](/[CH:16]=[CH:17]/[C:18](O)=[O:19])=[CH:12][CH:11]=1.[N-:23]=[N+:24]=[N-:25].[Na+]. (8) Given the product [Cl:2][C:3]1[CH:4]=[CH:5][C:6]([CH3:12])=[C:7]([CH:8]=1)[CH2:9][CH2:10][NH:11][C:21](=[O:22])[O:23][C:24]1[CH:25]=[CH:26][C:27]([N+:30]([O-:32])=[O:31])=[CH:28][CH:29]=1, predict the reactants needed to synthesize it. The reactants are: Cl.[Cl:2][C:3]1[CH:4]=[CH:5][C:6]([CH3:12])=[C:7]([CH2:9][CH2:10][NH2:11])[CH:8]=1.C(N(CC)CC)C.Cl[C:21]([O:23][C:24]1[CH:29]=[CH:28][C:27]([N+:30]([O-:32])=[O:31])=[CH:26][CH:25]=1)=[O:22]. (9) Given the product [CH2:1]([N:9]1[C:14](=[O:15])[CH2:13][N:12]([S:16]([C:19]2[CH:20]=[CH:21][C:22]([N:25]3[CH:29]=[CH:28][CH:27]=[CH:26]3)=[CH:23][CH:24]=2)(=[O:17])=[O:18])[CH:11]([C:30]([OH:32])=[O:31])[CH2:10]1)[CH2:2][CH2:3][CH2:4][CH2:5][CH2:6][CH2:7][CH3:8], predict the reactants needed to synthesize it. The reactants are: [CH2:1]([N:9]1[C:14](=[O:15])[CH2:13][N:12]([S:16]([C:19]2[CH:24]=[CH:23][C:22]([N:25]3[CH:29]=[CH:28][CH:27]=[CH:26]3)=[CH:21][CH:20]=2)(=[O:18])=[O:17])[CH:11]([C:30]([O:32]C)=[O:31])[CH2:10]1)[CH2:2][CH2:3][CH2:4][CH2:5][CH2:6][CH2:7][CH3:8].[OH-].[Na+]. (10) Given the product [F:29][C:4]1[CH:5]=[CH:6][C:1]([CH:7]2[CH2:16][CH2:15][C:14]3[C:9](=[CH:10][CH:11]=[C:12]([O:17][C:18]4[N:23]=[CH:22][C:21]([NH:24][S:25]([CH3:28])(=[O:27])=[O:26])=[CH:20][CH:19]=4)[CH:13]=3)[O:8]2)=[CH:2][CH:3]=1, predict the reactants needed to synthesize it. The reactants are: [C:1]1([CH:7]2[CH2:16][CH2:15][C:14]3[C:9](=[CH:10][CH:11]=[C:12]([O:17][C:18]4[N:23]=[CH:22][C:21]([NH:24][S:25]([CH3:28])(=[O:27])=[O:26])=[CH:20][CH:19]=4)[CH:13]=3)[O:8]2)[CH:6]=[CH:5][CH:4]=[CH:3][CH:2]=1.[F:29]C1C=CC(C2CCC3C(=CC=C(OC4N=CC(N)=CC=4)C=3)O2)=CC=1.